The task is: Regression/Classification. Given a drug SMILES string, predict its absorption, distribution, metabolism, or excretion properties. Task type varies by dataset: regression for continuous measurements (e.g., permeability, clearance, half-life) or binary classification for categorical outcomes (e.g., BBB penetration, CYP inhibition). Dataset: cyp2d6_veith.. This data is from CYP2D6 inhibition data for predicting drug metabolism from PubChem BioAssay. The compound is COc1ccc(-n2c(=O)[nH]cc(C(=O)Nc3ccc4c(c3)OCCO4)c2=O)cc1. The result is 0 (non-inhibitor).